Dataset: Retrosynthesis with 50K atom-mapped reactions and 10 reaction types from USPTO. Task: Predict the reactants needed to synthesize the given product. (1) Given the product CCCCC[C@H]1CC[C@H](C=CCCc2ccc(OC3CCCCO3)cc2)CC1, predict the reactants needed to synthesize it. The reactants are: CCCCC[C@H]1CC[C@H](C=O)CC1.c1ccc([P+](CCCc2ccc(OC3CCCCO3)cc2)(c2ccccc2)c2ccccc2)cc1. (2) The reactants are: CC(C)Nc1nc2c(nc1N1CCC(C(=O)c3cc(Cl)ccc3F)CC1)CNCC2.CN(C)C(=O)Cl. Given the product CC(C)Nc1nc2c(nc1N1CCC(C(=O)c3cc(Cl)ccc3F)CC1)CN(C(=O)N(C)C)CC2, predict the reactants needed to synthesize it. (3) Given the product O=S(=O)(c1ccc(Cl)cc1)N(Cc1ccc(-c2ncon2)cc1)[C@@H]1CCCC[C@H]1CO, predict the reactants needed to synthesize it. The reactants are: BrCc1ccc(-c2ncon2)cc1.O=S(=O)(N[C@@H]1CCCC[C@H]1CO)c1ccc(Cl)cc1.